Dataset: Reaction yield outcomes from USPTO patents with 853,638 reactions. Task: Predict the reaction yield, written as a fraction of the theoretical maximum amount of product (1.0 means a 100% yield; for example, 0.34 means a 34% yield). The catalyst is [AlH](CC(C)C)CC(C)C.Cl[Cu].C(OCC)(=O)C. The reactants are C1COCC1.Br[C:7]1[C:8]([CH3:25])=[C:9]([C:15]2[CH:20]=[CH:19][C:18]([C:21]([F:24])([F:23])[F:22])=[CH:17][CH:16]=2)[C:10]([CH3:14])=[CH:11][C:12]=1[CH3:13].Br[C:27]1[CH:32]=[CH:31][CH:30]=[CH:29][C:28]=1Cl.[P:34](Cl)([CH:41]1[CH2:46][CH2:45][CH2:44][CH2:43][CH2:42]1)[CH:35]1[CH2:40][CH2:39][CH2:38][CH2:37][CH2:36]1. The product is [CH:27]1([P:34]([CH:41]2[CH2:46][CH2:45][CH2:44][CH2:43][CH2:42]2)[C:35]2[CH:40]=[CH:39][CH:38]=[CH:37][C:36]=2[C:7]2[C:12]([CH3:13])=[CH:11][C:10]([CH3:14])=[C:9]([C:15]3[CH:16]=[CH:17][C:18]([C:21]([F:22])([F:24])[F:23])=[CH:19][CH:20]=3)[C:8]=2[CH3:25])[CH2:32][CH2:31][CH2:30][CH2:29][CH2:28]1. The yield is 0.570.